This data is from Full USPTO retrosynthesis dataset with 1.9M reactions from patents (1976-2016). The task is: Predict the reactants needed to synthesize the given product. (1) Given the product [CH3:42][C:41]1[CH:40]=[CH:39][C:17]([C:18]([NH:20][C:21]2[CH:26]=[CH:25][C:24]([CH2:27][N:28]3[CH2:33][CH2:32][N:31]([CH3:34])[CH2:30][CH2:29]3)=[C:23]([C:35]([F:36])([F:38])[F:37])[CH:22]=2)=[O:19])=[CH:16][C:15]=1[C:13]#[C:14][C:2]1[CH:3]=[CH:4][C:5]([C:8]2[NH:9][CH:10]=[CH:11][N:12]=2)=[N:6][CH:7]=1, predict the reactants needed to synthesize it. The reactants are: Br[C:2]1[CH:3]=[CH:4][C:5]([C:8]2[NH:9][CH:10]=[CH:11][N:12]=2)=[N:6][CH:7]=1.[C:13]([C:15]1[CH:16]=[C:17]([CH:39]=[CH:40][C:41]=1[CH3:42])[C:18]([NH:20][C:21]1[CH:26]=[CH:25][C:24]([CH2:27][N:28]2[CH2:33][CH2:32][N:31]([CH3:34])[CH2:30][CH2:29]2)=[C:23]([C:35]([F:38])([F:37])[F:36])[CH:22]=1)=[O:19])#[CH:14]. (2) Given the product [CH3:48][O:47][C:45](=[O:46])[CH:44]=[CH:49][C:17]12[CH2:16][CH2:15][C:14]([C:7]3[NH:6][C:5]4[C:4](=[O:24])[NH:3][C:2](=[O:1])[N:10]([CH2:11][CH2:12][CH3:13])[C:9]=4[N:8]=3)([CH2:19][CH2:18]1)[CH2:21][CH2:20]2, predict the reactants needed to synthesize it. The reactants are: [O:1]=[C:2]1[N:10]([CH2:11][CH2:12][CH3:13])[C:9]2[N:8]=[C:7]([C:14]34[CH2:21][CH2:20][C:17](C=O)([CH2:18][CH2:19]3)[CH2:16][CH2:15]4)[NH:6][C:5]=2[C:4](=[O:24])[NH:3]1.C1(P(=[CH:44][C:45]([O:47][CH3:48])=[O:46])(C2C=CC=CC=2)C2C=CC=CC=2)C=CC=CC=1.[CH2:49]1COCC1. (3) Given the product [CH3:34][N:33]1[C:29]([C:27]#[C:28][C:2]2[CH:3]=[C:4]([CH:24]=[CH:25][CH:26]=2)[CH2:5][O:6][NH:7][C:8](=[O:23])[C:9]2[CH:14]=[CH:13][CH:12]=[CH:11][C:10]=2[NH:15][CH2:16][C:17]2[CH:22]=[CH:21][N:20]=[CH:19][CH:18]=2)=[CH:30][N:31]=[CH:32]1, predict the reactants needed to synthesize it. The reactants are: I[C:2]1[CH:3]=[C:4]([CH:24]=[CH:25][CH:26]=1)[CH2:5][O:6][NH:7][C:8](=[O:23])[C:9]1[CH:14]=[CH:13][CH:12]=[CH:11][C:10]=1[NH:15][CH2:16][C:17]1[CH:22]=[CH:21][N:20]=[CH:19][CH:18]=1.[C:27]([C:29]1[N:33]([CH3:34])[CH:32]=[N:31][CH:30]=1)#[CH:28].